From a dataset of Forward reaction prediction with 1.9M reactions from USPTO patents (1976-2016). Predict the product of the given reaction. (1) Given the reactants [Si:1]([O:8][CH2:9][C:10]1[N:11]([CH3:23])[C:12]2[C:17]([CH:18]=1)=[CH:16][C:15]1[CH:19]([OH:22])[CH:20]=[CH:21][C:14]=1[CH:13]=2)([C:4]([CH3:7])([CH3:6])[CH3:5])([CH3:3])[CH3:2].C[N+]1([O-])CCOCC1, predict the reaction product. The product is: [Si:1]([O:8][CH2:9][C:10]1[N:11]([CH3:23])[C:12]2[C:17]([CH:18]=1)=[CH:16][C:15]1[C:19](=[O:22])[CH:20]=[CH:21][C:14]=1[CH:13]=2)([C:4]([CH3:7])([CH3:6])[CH3:5])([CH3:3])[CH3:2]. (2) Given the reactants [CH3:1][O:2][C:3]1[CH:11]=[CH:10][CH:9]=[C:8]([O:12][CH3:13])[C:4]=1[C:5]([OH:7])=O.C(OC(=O)[NH:20][C@@H:21]1[CH2:26][CH2:25][CH2:24][NH:23][CH2:22]1)(C)(C)C.CN(C(ON1N=NC2C=CC=CC1=2)=[N+](C)C)C.[B-](F)(F)(F)F.CCN(C(C)C)C(C)C, predict the reaction product. The product is: [NH2:20][C@@H:21]1[CH2:26][CH2:25][CH2:24][N:23]([C:5]([C:4]2[C:8]([O:12][CH3:13])=[CH:9][CH:10]=[CH:11][C:3]=2[O:2][CH3:1])=[O:7])[CH2:22]1. (3) Given the reactants [CH2:1]([O:3][C:4](=[O:26])[CH2:5][C:6]1[CH:7]=[C:8]([C:14]2[CH:19]=[CH:18][C:17]([C:20]([F:23])([F:22])[F:21])=[CH:16][C:15]=2[CH2:24]Br)[C:9]([O:12][CH3:13])=[CH:10][CH:11]=1)[CH3:2].[C:27]1([OH:33])[CH:32]=[CH:31][CH:30]=[CH:29][CH:28]=1.[H-].[Na+], predict the reaction product. The product is: [CH2:1]([O:3][C:4](=[O:26])[CH2:5][C:6]1[CH:7]=[C:8]([C:14]2[CH:19]=[CH:18][C:17]([C:20]([F:23])([F:22])[F:21])=[CH:16][C:15]=2[CH2:24][O:33][C:27]2[CH:32]=[CH:31][CH:30]=[CH:29][CH:28]=2)[C:9]([O:12][CH3:13])=[CH:10][CH:11]=1)[CH3:2]. (4) Given the reactants [C:1]([O:5][C:6](=[O:26])[C:7]1[CH:12]=[C:11]([C:13]2[CH:18]=[C:17]([S:19][CH2:20][CH2:21][NH2:22])[N:16]=[C:15]([NH2:23])[N:14]=2)[C:10]([CH3:24])=[CH:9][C:8]=1[CH3:25])([CH3:4])([CH3:3])[CH3:2].[C:27]([O:31][C:32]([NH:34][CH:35]([CH2:39][CH2:40][NH:41][C:42]([O:44][C:45]([CH3:48])([CH3:47])[CH3:46])=[O:43])[C:36](O)=[O:37])=[O:33])([CH3:30])([CH3:29])[CH3:28].C(C(N)C(O)=O)CN.Cl.Cl.ON1C2C=CC=CC=2N=N1.Cl.C(N=C=NCCCN(C)C)C.C(N(C(C)C)CC)(C)C, predict the reaction product. The product is: [C:1]([O:5][C:6](=[O:26])[C:7]1[CH:12]=[C:11]([C:13]2[CH:18]=[C:17]([S:19][CH2:20][CH2:21][NH:22][C:36](=[O:37])[CH:35]([NH:34][C:32]([O:31][C:27]([CH3:30])([CH3:29])[CH3:28])=[O:33])[CH2:39][CH2:40][NH:41][C:42]([O:44][C:45]([CH3:48])([CH3:47])[CH3:46])=[O:43])[N:16]=[C:15]([NH2:23])[N:14]=2)[C:10]([CH3:24])=[CH:9][C:8]=1[CH3:25])([CH3:4])([CH3:3])[CH3:2]. (5) Given the reactants Cl.[NH2:2][C@H:3]([C:5]([O:7][CH3:8])=[O:6])[CH3:4].CN(C(ON1N=NC2C=CC=CC1=2)=[N+](C)C)C.[B-](F)(F)(F)F.CN1CCOCC1.[CH3:38][C:39]1[C:68]([C:69]([F:72])([F:71])[F:70])=[CH:67][CH:66]=[CH:65][C:40]=1[CH2:41][N:42]1[C:47](=[O:48])[C:46]([C:49](O)=[O:50])=[CH:45][N:44]([C:52]2[CH:57]=[CH:56][C:55]([N:58]3[CH2:62][CH2:61][NH:60][C:59]3=[O:63])=[CH:54][CH:53]=2)[C:43]1=[O:64], predict the reaction product. The product is: [CH3:38][C:39]1[C:68]([C:69]([F:72])([F:70])[F:71])=[CH:67][CH:66]=[CH:65][C:40]=1[CH2:41][N:42]1[C:47](=[O:48])[C:46]([C:49]([NH:2][C@H:3]([C:5]([O:7][CH3:8])=[O:6])[CH3:4])=[O:50])=[CH:45][N:44]([C:52]2[CH:57]=[CH:56][C:55]([N:58]3[CH2:62][CH2:61][NH:60][C:59]3=[O:63])=[CH:54][CH:53]=2)[C:43]1=[O:64]. (6) Given the reactants C[Si](C)(C)N[Si](C)(C)C.C([Li])CCC.[Cl:15][C:16]1[CH:17]=[C:18]([C@@H:26]([CH2:40][CH:41]2[CH2:45]CC[CH2:42]2)[C:27](NC2C=CN(CCC(O)=O)N=2)=[O:28])[CH:19]=[CH:20][C:21]=1[S:22]([CH3:25])(=O)=O.ICC1[CH2:51][O:50]C1.CN1CCCN(C)C1=[O:60], predict the reaction product. The product is: [CH3:51][O:50][C:27](=[O:28])[CH:26]([C:18]1[CH:19]=[CH:20][C:21]([S:22][CH3:25])=[C:16]([Cl:15])[CH:17]=1)[CH2:40][CH:41]1[CH2:42][O:60][CH2:45]1.